Dataset: Full USPTO retrosynthesis dataset with 1.9M reactions from patents (1976-2016). Task: Predict the reactants needed to synthesize the given product. (1) Given the product [Cl:23][C:24]1[CH:29]=[C:28]([C:2]2[N:3]=[C:4]([C:12]3[CH:17]=[CH:16][C:15]([C:18]([F:19])([F:21])[F:20])=[C:14]([CH3:22])[CH:13]=3)[CH:5]=[C:6]([C:8]([F:11])([F:10])[F:9])[N:7]=2)[CH:27]=[CH:26][N:25]=1, predict the reactants needed to synthesize it. The reactants are: Cl[C:2]1[N:7]=[C:6]([C:8]([F:11])([F:10])[F:9])[CH:5]=[C:4]([C:12]2[CH:17]=[CH:16][C:15]([C:18]([F:21])([F:20])[F:19])=[C:14]([CH3:22])[CH:13]=2)[N:3]=1.[Cl:23][C:24]1[CH:29]=[C:28](B(O)O)[CH:27]=[CH:26][N:25]=1. (2) Given the product [C:33]([O:32][C:31](=[O:37])[N:30]([CH2:29][C:28]1[NH:1][C:2]2[CH:7]=[CH:6][C:5]([C:8]3[C:16]4[C:11](=[CH:12][C:13]([F:17])=[CH:14][CH:15]=4)[N:10]([S:18]([C:21]4[CH:22]=[CH:23][CH:24]=[CH:25][CH:26]=4)(=[O:19])=[O:20])[CH:9]=3)=[CH:4][C:3]=2[N:27]=1)[CH3:38])([CH3:36])([CH3:34])[CH3:35], predict the reactants needed to synthesize it. The reactants are: [NH2:1][C:2]1[CH:7]=[CH:6][C:5]([C:8]2[C:16]3[C:11](=[CH:12][C:13]([F:17])=[CH:14][CH:15]=3)[N:10]([S:18]([C:21]3[CH:26]=[CH:25][CH:24]=[CH:23][CH:22]=3)(=[O:20])=[O:19])[CH:9]=2)=[CH:4][C:3]=1[NH:27][C:28](=O)[CH2:29][N:30]([CH3:38])[C:31](=[O:37])[O:32][C:33]([CH3:36])([CH3:35])[CH3:34].NC1C=C(C2C3C(=CC(F)=CC=3)N(S(C3C=CC=CC=3)(=O)=O)C=2)C=CC=1NC(=O)CN(C)C(=O)OC(C)(C)C.C([O-])([O-])=O.[Na+].[Na+]. (3) Given the product [Br:31][C:25]1[CH:24]=[C:23]2[C:28]([CH:29]=[CH:30][C:21]([C@H:19]([NH:18][C:17]([C@@H:13]3[CH2:14][CH2:15][CH2:16][N:11]([C:9](=[O:10])[C@@H:8]([NH:7][C:6](=[O:34])[C@@H:43]([OH:42])[C@@H:47]([O:49][CH3:50])[CH3:48])[CH3:33])[NH:12]3)=[O:32])[CH3:20])=[N:22]2)=[CH:27][CH:26]=1, predict the reactants needed to synthesize it. The reactants are: C(O[C:6](=[O:34])[NH:7][C@@H:8]([CH3:33])[C:9]([N:11]1[CH2:16][CH2:15][CH2:14][C@@H:13]([C:17](=[O:32])[NH:18][C@@H:19]([C:21]2[CH:30]=[CH:29][C:28]3[C:23](=[CH:24][C:25]([Br:31])=[CH:26][CH:27]=3)[N:22]=2)[CH3:20])[NH:12]1)=[O:10])(C)(C)C.Cl.O1CCOCC1.[OH:42][C@@H:43]([C@@H:47]([O:49][CH3:50])[CH3:48])C(O)=O.C(N(CC)C(C)C)(C)C.F[P-](F)(F)(F)(F)F.N1(OC(N(C)C)=[N+](C)C)C2C=CC=CC=2N=N1. (4) Given the product [CH3:32][C:2]([CH3:1])([CH3:31])[C:3](=[O:30])[CH2:4][O:5][C:6]1[CH:11]=[CH:10][C:9]([C:12]([C:17]2[O:18][C:19]3[CH:25]=[CH:24][C:23]([C:26]([NH2:37])=[O:28])=[CH:22][C:20]=3[N:21]=2)([CH2:15][CH3:16])[CH2:13][CH3:14])=[CH:8][C:7]=1[CH3:29], predict the reactants needed to synthesize it. The reactants are: [CH3:1][C:2]([CH3:32])([CH3:31])[C:3](=[O:30])[CH2:4][O:5][C:6]1[CH:11]=[CH:10][C:9]([C:12]([C:17]2[O:18][C:19]3[CH:25]=[CH:24][C:23]([C:26]([OH:28])=O)=[CH:22][C:20]=3[N:21]=2)([CH2:15][CH3:16])[CH2:13][CH3:14])=[CH:8][C:7]=1[CH3:29].C(Cl)CCl.[NH4+:37]. (5) Given the product [Cl:11][C:12]1[C:13]([O:23][CH2:2][C:3]2[CH:8]=[CH:7][C:6]([O:9][CH3:10])=[CH:5][CH:4]=2)=[CH:14][C:15]([OH:22])=[C:16]([CH:21]=1)[C:17]([O:19][CH3:20])=[O:18], predict the reactants needed to synthesize it. The reactants are: Cl[CH2:2][C:3]1[CH:8]=[CH:7][C:6]([O:9][CH3:10])=[CH:5][CH:4]=1.[Cl:11][C:12]1[C:13]([OH:23])=[CH:14][C:15]([OH:22])=[C:16]([CH:21]=1)[C:17]([O:19][CH3:20])=[O:18].C(=O)([O-])[O-].[K+].[K+]. (6) The reactants are: [NH2:1][CH2:2][CH2:3][CH2:4][CH2:5][N:6]1[C:11](=[O:12])[CH:10]=[C:9]([NH:13][C:14]2[CH:19]=[CH:18][C:17]([CH3:20])=[C:16]([CH2:21][CH3:22])[CH:15]=2)[NH:8][C:7]1=[O:23].[ClH:24]. Given the product [ClH:24].[NH2:1][CH2:2][CH2:3][CH2:4][CH2:5][N:6]1[C:11](=[O:12])[CH:10]=[C:9]([NH:13][C:14]2[CH:19]=[CH:18][C:17]([CH3:20])=[C:16]([CH2:21][CH3:22])[CH:15]=2)[NH:8][C:7]1=[O:23], predict the reactants needed to synthesize it. (7) Given the product [C:10]([CH2:9][CH2:13][C:14]1[C:19]([C:20]([OH:21])=[O:1])=[C:18]([OH:22])[C:17]([CH3:23])=[N:16][CH:15]=1)([OH:12])=[O:11], predict the reactants needed to synthesize it. The reactants are: [OH:1]OS([O-])=O.[K+].C([CH:9]([CH2:13][C:14]1[CH:15]=[N:16][C:17]([CH3:23])=[C:18]([OH:22])[C:19]=1[CH:20]=[O:21])[C:10]([OH:12])=[O:11])C.